This data is from Forward reaction prediction with 1.9M reactions from USPTO patents (1976-2016). The task is: Predict the product of the given reaction. (1) The product is: [Cl:36][C:22]1[C:23]([NH:25][C:26]2[CH:35]=[CH:34][CH:33]=[CH:32][C:27]=2[C:28]([NH:30][CH3:31])=[O:29])=[N:24][C:19]([NH:17][C:10]2[CH:11]=[C:12]3[C:7](=[CH:8][CH:9]=2)[CH:6]2[CH2:16][CH2:15][CH:13]3[CH2:14][N:4]([CH:1]([CH3:3])[CH3:2])[CH2:5]2)=[N:20][CH:21]=1. Given the reactants [CH:1]([N:4]1[CH2:14][CH:13]2[CH2:15][CH2:16][CH:6]([C:7]3[CH:8]=[CH:9][C:10]([NH2:17])=[CH:11][C:12]=32)[CH2:5]1)([CH3:3])[CH3:2].Cl[C:19]1[N:24]=[C:23]([NH:25][C:26]2[CH:35]=[CH:34][CH:33]=[CH:32][C:27]=2[C:28]([NH:30][CH3:31])=[O:29])[C:22]([Cl:36])=[CH:21][N:20]=1, predict the reaction product. (2) Given the reactants [Cl:1][C:2]1[CH:3]=[C:4]([CH:9]=[C:10]([OH:13])[C:11]=1[OH:12])[C:5]([O:7][CH3:8])=[O:6].I[CH:15]1[CH2:19][CH2:18][CH2:17][CH2:16]1.C(=O)([O-])[O-].[K+].[K+], predict the reaction product. The product is: [Cl:1][C:2]1[CH:3]=[C:4]([CH:9]=[C:10]([O:13][CH:15]2[CH2:19][CH2:18][CH2:17][CH2:16]2)[C:11]=1[O:12][CH:15]1[CH2:19][CH2:18][CH2:17][CH2:16]1)[C:5]([O:7][CH3:8])=[O:6].